Dataset: Full USPTO retrosynthesis dataset with 1.9M reactions from patents (1976-2016). Task: Predict the reactants needed to synthesize the given product. (1) Given the product [CH3:1][O:2][C:3]1[C:4]([O:16][CH2:17][CH2:18][O:19][CH3:20])=[CH:5][C:6]([C:7]([O:9][CH2:10][CH2:11][O:12][CH3:13])=[O:8])=[C:14]([N+:21]([O-:23])=[O:22])[CH:15]=1, predict the reactants needed to synthesize it. The reactants are: [CH3:1][O:2][C:3]1[CH:15]=[CH:14][C:6]([C:7]([O:9][CH2:10][CH2:11][O:12][CH3:13])=[O:8])=[CH:5][C:4]=1[O:16][CH2:17][CH2:18][O:19][CH3:20].[N+:21]([O-])([OH:23])=[O:22]. (2) Given the product [CH3:21][O:22][C:23]1[CH:24]=[C:25]([S:31]([N:5]2[CH2:6][C@H:7]([CH2:10][CH3:11])[N:8]([S:31]([C:19]3[CH:18]=[CH:20][C:28]([O:29][CH3:30])=[C:23]([O:22][CH3:21])[CH:24]=3)(=[O:33])=[O:32])[CH2:9][C@H:4]2[CH2:2][CH3:3])(=[O:33])=[O:32])[CH:26]=[CH:27][C:28]=1[O:29][CH3:30], predict the reactants needed to synthesize it. The reactants are: Cl.[CH2:2]([C@@H:4]1[CH2:9][NH:8][C@@H:7]([CH2:10][CH3:11])[CH2:6][NH:5]1)[CH3:3].CCN([CH:18]([CH3:20])[CH3:19])C(C)C.[CH3:21][O:22][C:23]1[CH:24]=[C:25]([S:31](Cl)(=[O:33])=[O:32])[CH:26]=[CH:27][C:28]=1[O:29][CH3:30]. (3) Given the product [CH3:63][C:55]1[CH:56]=[C:57]([N+:60]([O-:62])=[O:61])[CH:58]=[CH:59][C:54]=1[CH:3]1[C:4](=[O:9])[CH:5]2[CH2:8][CH:1]([CH2:7][CH2:6]2)[C:2]1=[O:10], predict the reactants needed to synthesize it. The reactants are: [CH:1]12[CH2:8][CH:5]([CH2:6][CH2:7]1)[C:4](=[O:9])[CH2:3][C:2]2=[O:10].C1(P(C2CCCCC2)C2C=CC=CC=2C2C(C(C)C)=CC(C(C)C)=CC=2C(C)C)CCCCC1.P([O-])([O-])([O-])=O.[K+].[K+].[K+].Cl[C:54]1[CH:59]=[CH:58][C:57]([N+:60]([O-:62])=[O:61])=[CH:56][C:55]=1[CH3:63].Cl. (4) Given the product [CH:1]1([C:8]([O:10][CH3:16])=[O:9])[CH2:7][CH2:6][CH2:5][CH2:4][CH2:3][CH2:2]1, predict the reactants needed to synthesize it. The reactants are: [CH:1]1([C:8]([OH:10])=[O:9])[CH2:7][CH2:6][CH2:5][CH2:4][CH2:3][CH2:2]1.OS(O)(=O)=O.[CH3:16]O.